Dataset: Forward reaction prediction with 1.9M reactions from USPTO patents (1976-2016). Task: Predict the product of the given reaction. (1) Given the reactants Cl[C:2]1[CH:3]=[C:4]([NH:14][C:15]2[N:20]=[C:19]([C:21]3[CH:26]=[C:25](COC)[CH:24]=[CH:23][N:22]=3)[CH:18]=[CH:17][N:16]=2)[CH:5]=[C:6]2[C:10]=1NC(C(O)=O)=C2.N1C=CC=CC=1C1C=CN=C(NC2C=C3C(=CC=2)[NH:48][C:47]([C:52]([OH:54])=[O:53])=[CH:46]3)N=1.C(C1C=CN=C(C2C=CN=C(NC3C=C4C(=CC=3)NC(C(O)=O)=C4)N=2)C=1)C.CN1C2C(=CC=C(NC3N=C(C4C=CC=CN=4)C=CN=3)C=2)C=C1C(O)=O.FC1N=C(C2C=CN=C(NC3C=C4C(=C(C)C=3)NC(C(O)=O)=C4)N=2)C=CC=1.COCC1C=CN=C(C2C=CN=C(NC3C=C4C(=CC=3)NC(C(O)=O)=C4)N=2)C=1.COCC1C=CN=C(C2C=CN=C(NC3C=C4C(=C(C)C=3)NC(C(O)=O)=C4)N=2)C=1.ClC1C=C(NC2N=C(C3C=CC=C(F)N=3)C=CN=2)C=C2C=1NC(C(O)=O)=C2.C(C1C=CN=C(C2C=CN=C(NC3C=C4C(=CC=3)NC(C(O)=O)=C4)N=2)C=1)(C)(C)C.C(C1C=CN=C(C2C=CN=C(NC3C=C4C(=CC=3)NC(C(O)=O)=C4)N=2)C=1)(C)C.COC1C=CN=C(C2C=CN=C(NC3C=C4C(=CC=3)NC(C(O)=O)=C4)N=2)C=1.N1C=CC=CC=1C1C=CN=C(NC2C=CC3SC(C(O)=O)=CC=3C=2)N=1.COC1C=CN=C(C2C=CN=C(NC3C=CC4SC(C(O)=O)=CC=4C=3)N=2)C=1.CC1C=CN=C(C2C=CN=C(NC3C=C4C(=CC=3)NC(C(O)=O)=C4)N=2)C=1, predict the reaction product. The product is: [N:22]1[CH:23]=[CH:24][CH:25]=[CH:26][C:21]=1[C:19]1[CH:18]=[CH:17][N:16]=[C:15]([NH:14][C:4]2[CH:3]=[C:2]3[C:10]([CH:46]=[C:47]([C:52]([OH:54])=[O:53])[NH:48]3)=[CH:6][CH:5]=2)[N:20]=1. (2) Given the reactants C[O:2][C:3](=[O:29])[C@@H:4]([O:26][CH2:27][CH3:28])[CH2:5][C:6]1[C:11]([CH3:12])=[CH:10][C:9]([O:13][CH2:14][C:15]2[N:16]=[C:17]([C:21]([CH3:24])([CH3:23])[CH3:22])[O:18][C:19]=2[CH3:20])=[CH:8][C:7]=1[CH3:25].[Li+].[OH-], predict the reaction product. The product is: [C:21]([C:17]1[O:18][C:19]([CH3:20])=[C:15]([CH2:14][O:13][C:9]2[CH:10]=[C:11]([CH3:12])[C:6]([CH2:5][C@H:4]([O:26][CH2:27][CH3:28])[C:3]([OH:29])=[O:2])=[C:7]([CH3:25])[CH:8]=2)[N:16]=1)([CH3:23])([CH3:24])[CH3:22]. (3) Given the reactants [F:1][C:2]1[CH:3]=[C:4](B2OC(C)(C)C(C)(C)O2)[CH:5]=[C:6]([F:8])[CH:7]=1.Br[C:19]1[CH:36]=[C:35]2[C:22]([CH2:23][CH2:24][C:25]3([C:28]42[N:32]=[C:31]([NH2:33])[C:30]([CH3:34])=[N:29]4)[CH2:27][CH2:26]3)=[CH:21][CH:20]=1, predict the reaction product. The product is: [F:8][C:6]1[CH:5]=[C:4]([C:19]2[CH:36]=[C:35]3[C:22]([CH2:23][CH2:24][C:25]4([C:28]53[N:32]=[C:31]([NH2:33])[C:30]([CH3:34])=[N:29]5)[CH2:26][CH2:27]4)=[CH:21][CH:20]=2)[CH:3]=[C:2]([F:1])[CH:7]=1. (4) Given the reactants [CH:1]([NH:4][C:5]1[O:6][C:7]([C:10]2[CH:11]=[C:12]3[C:16](=[CH:17][CH:18]=2)[N:15]([S:19]([C:22]2[CH:28]=[CH:27][C:25]([CH3:26])=[CH:24][CH:23]=2)(=[O:21])=[O:20])[CH:14]=[C:13]3B2OC(C)(C)C(C)(C)O2)=[N:8][N:9]=1)([CH3:3])[CH3:2].CC(C1C=C(C(C)C)C(C2C=CC=CC=2P(C2CCCCC2)C2CCCCC2)=C(C(C)C)C=1)C.Cl[C:73]1[N:78]=[C:77]([CH:79]2[CH2:81][CH2:80]2)[C:76]([C:82]([O:84][CH3:85])=[O:83])=[CH:75][N:74]=1.P([O-])([O-])([O-])=O.[K+].[K+].[K+], predict the reaction product. The product is: [CH:79]1([C:77]2[C:76]([C:82]([O:84][CH3:85])=[O:83])=[CH:75][N:74]=[C:73]([C:13]3[C:12]4[C:16](=[CH:17][CH:18]=[C:10]([C:7]5[O:6][C:5]([NH:4][CH:1]([CH3:3])[CH3:2])=[N:9][N:8]=5)[CH:11]=4)[N:15]([S:19]([C:22]4[CH:23]=[CH:24][C:25]([CH3:26])=[CH:27][CH:28]=4)(=[O:20])=[O:21])[CH:14]=3)[N:78]=2)[CH2:80][CH2:81]1. (5) Given the reactants C1N([N+]([O-])=O)CN([N+]([O-])=O)CN1[N+:13]([O-:15])=[O:14].C(O[N+]([O-])=O)C(CO[N+]([O-])=O)(CO[N+]([O-])=O)CO[N+]([O-])=O.[CH3:37][N:38]([CH3:45])[C:39]1[CH:44]=[CH:43][CH:42]=[CH:41][CH:40]=1, predict the reaction product. The product is: [CH3:37][N:38]([CH3:45])[C:39]1[CH:44]=[CH:43][C:42]([N+:13]([O-:15])=[O:14])=[CH:41][CH:40]=1. (6) Given the reactants [Cl:1][C:2]1[CH:21]=[C:20]([Cl:22])[CH:19]=[CH:18][C:3]=1[CH2:4][N:5]1[C:9]([CH2:10][CH2:11][CH2:12][OH:13])=[CH:8][C:7]([O:14][CH:15]([CH3:17])[CH3:16])=[N:6]1.[CH2:23]([C:30]1[S:31][C:32]([C:36]([O:38][CH2:39][CH3:40])=[O:37])=[C:33](O)[N:34]=1)[C:24]1[CH:29]=[CH:28][CH:27]=[CH:26][CH:25]=1.N(C(N1CCCCC1)=O)=NC(N1CCCCC1)=O.C(P(CCCC)CCCC)CCC, predict the reaction product. The product is: [CH2:23]([C:30]1[S:31][C:32]([C:36]([O:38][CH2:39][CH3:40])=[O:37])=[C:33]([O:13][CH2:12][CH2:11][CH2:10][C:9]2[N:5]([CH2:4][C:3]3[CH:18]=[CH:19][C:20]([Cl:22])=[CH:21][C:2]=3[Cl:1])[N:6]=[C:7]([O:14][CH:15]([CH3:17])[CH3:16])[CH:8]=2)[N:34]=1)[C:24]1[CH:25]=[CH:26][CH:27]=[CH:28][CH:29]=1. (7) Given the reactants [CH2:1]([C:3]1[N:11]=[C:10]([C:12]([F:15])([F:14])[F:13])[N:9]=[C:8]2[C:4]=1[N:5]=[CH:6][N:7]2[C:16]1[CH:21]=[CH:20][C:19]([O:22]CC2C=CC=CC=2)=[CH:18][CH:17]=1)[CH3:2].CO.[H][H], predict the reaction product. The product is: [CH2:1]([C:3]1[N:11]=[C:10]([C:12]([F:15])([F:14])[F:13])[N:9]=[C:8]2[C:4]=1[N:5]=[CH:6][N:7]2[C:16]1[CH:17]=[CH:18][C:19]([OH:22])=[CH:20][CH:21]=1)[CH3:2].